From a dataset of Forward reaction prediction with 1.9M reactions from USPTO patents (1976-2016). Predict the product of the given reaction. The product is: [CH3:19][N:17]([CH3:18])[CH2:16][CH2:15][CH2:14][N:11]1[CH2:10][CH2:9][CH:8]([NH:7][CH3:6])[CH2:13][CH2:12]1. Given the reactants C(O[C:6](=O)[NH:7][CH:8]1[CH2:13][CH2:12][N:11]([C:14](=O)[CH2:15][CH2:16][N:17]([CH3:19])[CH3:18])[CH2:10][CH2:9]1)(C)(C)C.[H-].[Al+3].[Li+].[H-].[H-].[H-].O.[OH-].[Na+], predict the reaction product.